From a dataset of Forward reaction prediction with 1.9M reactions from USPTO patents (1976-2016). Predict the product of the given reaction. (1) Given the reactants [CH3:1][N:2]([CH2:18][C@:19]1([CH3:30])[O:23][C:22]2=[N:24][C:25]([N+:27]([O-:29])=[O:28])=[CH:26][N:21]2[CH2:20]1)[CH2:3][CH2:4][N:5]1[CH2:10][CH2:9][N:8]([C:11](OC(C)(C)C)=O)[CH2:7][CH2:6]1.FC(F)(F)C(O)=O.[F:38][C:39]([F:49])([F:48])[C:40]1[CH:47]=[CH:46][C:43](C=O)=[CH:42][CH:41]=1.[B-]C#N.[Na+].C(=O)([O-])O.[Na+], predict the reaction product. The product is: [CH3:1][N:2]([CH2:3][CH2:4][N:5]1[CH2:10][CH2:9][N:8]([CH2:11][C:43]2[CH:46]=[CH:47][C:40]([C:39]([F:49])([F:48])[F:38])=[CH:41][CH:42]=2)[CH2:7][CH2:6]1)[CH2:18][C@:19]1([CH3:30])[O:23][C:22]2=[N:24][C:25]([N+:27]([O-:29])=[O:28])=[CH:26][N:21]2[CH2:20]1. (2) Given the reactants [CH3:1][O:2][C:3]1[CH:4]=[CH:5][C:6]2[O:10][C:9]([CH:11]([NH:16][C:17]3[CH:22]=[CH:21][C:20]([C:23]([N:25]([CH3:33])[CH2:26][CH2:27][C:28]([O:30]CC)=[O:29])=[O:24])=[CH:19][CH:18]=3)[CH2:12][CH:13]([CH3:15])[CH3:14])=[C:8]([CH3:34])[C:7]=2[CH:35]=1.O1CCCC1.[OH-].[Na+], predict the reaction product. The product is: [CH3:1][O:2][C:3]1[CH:4]=[CH:5][C:6]2[O:10][C:9]([CH:11]([NH:16][C:17]3[CH:18]=[CH:19][C:20]([C:23]([N:25]([CH3:33])[CH2:26][CH2:27][C:28]([OH:30])=[O:29])=[O:24])=[CH:21][CH:22]=3)[CH2:12][CH:13]([CH3:15])[CH3:14])=[C:8]([CH3:34])[C:7]=2[CH:35]=1. (3) Given the reactants F[C:2]1[C:7]([N+:8]([O-:10])=[O:9])=[CH:6][C:5]([NH:11][C:12]2[N:17]=[C:16]([C:18]3[CH:19]=[N:20][N:21]4[CH2:26][CH2:25][CH2:24][CH2:23][C:22]=34)[CH:15]=[CH:14][N:13]=2)=[C:4]([O:27][CH3:28])[CH:3]=1.Cl.Cl.[CH3:31][N:32]1[CH2:39][CH2:38][CH2:37][C:33]21[CH2:36][NH:35][CH2:34]2.CCN(C(C)C)C(C)C, predict the reaction product. The product is: [CH3:28][O:27][C:4]1[CH:3]=[C:2]([N:35]2[CH2:36][C:33]3([N:32]([CH3:31])[CH2:39][CH2:38][CH2:37]3)[CH2:34]2)[C:7]([N+:8]([O-:10])=[O:9])=[CH:6][C:5]=1[NH:11][C:12]1[N:17]=[C:16]([C:18]2[CH:19]=[N:20][N:21]3[CH2:26][CH2:25][CH2:24][CH2:23][C:22]=23)[CH:15]=[CH:14][N:13]=1. (4) Given the reactants [CH3:1][Si](C=[N+]=[N-])(C)C.CCOCC.[Cl:13][C:14]1[CH:22]=[C:21]([F:23])[C:20]([N+:24]([O-:26])=[O:25])=[CH:19][C:15]=1[C:16]([OH:18])=[O:17].C(O)(=O)C, predict the reaction product. The product is: [Cl:13][C:14]1[CH:22]=[C:21]([F:23])[C:20]([N+:24]([O-:26])=[O:25])=[CH:19][C:15]=1[C:16]([O:18][CH3:1])=[O:17]. (5) Given the reactants [CH2:1]([N:3]1[CH2:8][CH:7]=[C:6]([C:9]2[CH:14]=[CH:13][C:12]([N+:15]([O-])=O)=[CH:11][C:10]=2[F:18])[CH2:5][CH2:4]1)[CH3:2], predict the reaction product. The product is: [CH2:1]([N:3]1[CH2:4][CH2:5][CH:6]([C:9]2[CH:14]=[CH:13][C:12]([NH2:15])=[CH:11][C:10]=2[F:18])[CH2:7][CH2:8]1)[CH3:2]. (6) Given the reactants [H-].[Na+].CO.[C:5](/[C:8](=[C:13](\[C:15]1[C:24]([NH:25][C:26]([O:28]CC)=O)=[CH:23][C:22]2[C:17](=[CH:18][CH:19]=[CH:20][CH:21]=2)[CH:16]=1)/[OH:14])/C(OC)=O)(=[O:7])[CH3:6], predict the reaction product. The product is: [C:5]([C:8]1[C:26](=[O:28])[NH:25][C:24]2[C:15]([C:13]=1[OH:14])=[CH:16][C:17]1[CH:18]=[CH:19][CH:20]=[CH:21][C:22]=1[CH:23]=2)(=[O:7])[CH3:6]. (7) Given the reactants C(OC([CH:8]1[CH2:13][C:12]([C:16]2[CH:21]=[C:20]([F:22])[CH:19]=[CH:18][C:17]=2[F:23])([C:14]#[N:15])[CH2:11][CH2:10][C:9]1=[O:24])=O)(C)(C)C.[Na+].[Cl-], predict the reaction product. The product is: [F:23][C:17]1[CH:18]=[CH:19][C:20]([F:22])=[CH:21][C:16]=1[C:12]1([C:14]#[N:15])[CH2:11][CH2:10][C:9](=[O:24])[CH2:8][CH2:13]1.